From a dataset of Catalyst prediction with 721,799 reactions and 888 catalyst types from USPTO. Predict which catalyst facilitates the given reaction. (1) Reactant: [CH:1]1([C@H:5]([NH:7][C:8]2[N:16]=[C:15]([C:17]#[N:18])[N:14]=[C:13]3[C:9]=2[N:10]([CH2:19][C:20]2[CH:25]=[CH:24][C:23]([C:26]([F:29])([F:28])[F:27])=[CH:22][CH:21]=2)[CH:11]=[N:12]3)[CH3:6])[CH2:4][CH2:3][CH2:2]1.C1C(=O)N([Br:37])C(=O)C1. Product: [Br:37][C:11]1[N:10]([CH2:19][C:20]2[CH:21]=[CH:22][C:23]([C:26]([F:27])([F:28])[F:29])=[CH:24][CH:25]=2)[C:9]2[C:13](=[N:14][C:15]([C:17]#[N:18])=[N:16][C:8]=2[NH:7][C@@H:5]([CH:1]2[CH2:4][CH2:3][CH2:2]2)[CH3:6])[N:12]=1. The catalyst class is: 452. (2) Reactant: [C:1]([C:9]1[CH:10]=[CH:11][C:12]([N+:17]([O-])=O)=[C:13]([CH:16]=1)[CH:14]=[O:15])(=[O:8])[C:2]1[CH:7]=[CH:6][CH:5]=[CH:4][CH:3]=1.S1C=CC=C1. Product: [NH2:17][C:12]1[CH:11]=[CH:10][C:9]([C:1](=[O:8])[C:2]2[CH:3]=[CH:4][CH:5]=[CH:6][CH:7]=2)=[CH:16][C:13]=1[CH:14]=[O:15]. The catalyst class is: 787. (3) Reactant: [Br:1][C:2]1[CH:9]=[C:8]([Cl:10])[CH:7]=[CH:6][C:3]=1[CH:4]=[O:5].[BH4-].[Na+]. Product: [Br:1][C:2]1[CH:9]=[C:8]([Cl:10])[CH:7]=[CH:6][C:3]=1[CH2:4][OH:5]. The catalyst class is: 83. (4) Reactant: C[O:2][C:3](=[O:23])[C:4]1[CH:9]=[C:8]([N:10]2[CH2:14][CH2:13][CH2:12][C:11]2=[O:15])[CH:7]=[C:6]([N:16]2[CH2:21][CH2:20][N:19]([CH3:22])[CH2:18][CH2:17]2)[CH:5]=1.[OH-].[Na+]. Product: [CH3:22][N:19]1[CH2:20][CH2:21][N:16]([C:6]2[CH:5]=[C:4]([CH:9]=[C:8]([N:10]3[CH2:14][CH2:13][CH2:12][C:11]3=[O:15])[CH:7]=2)[C:3]([OH:23])=[O:2])[CH2:17][CH2:18]1. The catalyst class is: 1. (5) Reactant: [N:1]([CH2:4][CH3:5])=[C:2]=[O:3].[Br:6][C:7]1[CH:12]=[CH:11][C:10]([C:13]2[CH:14]=[N:15][C:16]3[N:17]([C:19]([CH2:22][C:23]4[CH:24]=[C:25]([CH:27]=[CH:28][CH:29]=4)[NH2:26])=[CH:20][N:21]=3)[N:18]=2)=[CH:9][C:8]=1[F:30].C(N(CC)CC)C. Product: [Br:6][C:7]1[CH:12]=[CH:11][C:10]([C:13]2[CH:14]=[N:15][C:16]3[N:17]([C:19]([CH2:22][C:23]4[CH:24]=[C:25]([NH:26][C:2]([NH:1][CH2:4][CH3:5])=[O:3])[CH:27]=[CH:28][CH:29]=4)=[CH:20][N:21]=3)[N:18]=2)=[CH:9][C:8]=1[F:30]. The catalyst class is: 10. (6) Reactant: [N+:1]([C:4]1[CH:9]=[CH:8][C:7]([C:10]2[CH:11]=[CH:12][C:13]([O:16][CH2:17][CH2:18][O:19][CH2:20][CH2:21][C:22]([O:24][C:25]([CH3:28])([CH3:27])[CH3:26])=[O:23])=[N:14][CH:15]=2)=[CH:6][CH:5]=1)([O-])=O.[H][H]. Product: [NH2:1][C:4]1[CH:5]=[CH:6][C:7]([C:10]2[CH:11]=[CH:12][C:13]([O:16][CH2:17][CH2:18][O:19][CH2:20][CH2:21][C:22]([O:24][C:25]([CH3:28])([CH3:27])[CH3:26])=[O:23])=[N:14][CH:15]=2)=[CH:8][CH:9]=1. The catalyst class is: 29.